Dataset: Reaction yield outcomes from USPTO patents with 853,638 reactions. Task: Predict the reaction yield, written as a fraction of the theoretical maximum amount of product (1.0 means a 100% yield; for example, 0.34 means a 34% yield). (1) The reactants are [Cl:1][C:2]1[CH:7]=[CH:6][C:5]([N:8]2[CH:12]=[C:11]([CH:13]([CH:15]3[CH2:20][CH2:19][CH2:18][CH2:17][CH2:16]3)O)[C:10]([CH3:21])=[N:9]2)=[CH:4][CH:3]=1.[NH2:22][C:23]1[CH:28]=[CH:27][C:26]([C:29]([NH:31][CH2:32][CH2:33][C:34]([O:36]CC)=[O:35])=[O:30])=[CH:25][CH:24]=1. No catalyst specified. The product is [Cl:1][C:2]1[CH:7]=[CH:6][C:5]([N:8]2[CH:12]=[C:11]([CH:13]([NH:22][C:23]3[CH:24]=[CH:25][C:26]([C:29]([NH:31][CH2:32][CH2:33][C:34]([OH:36])=[O:35])=[O:30])=[CH:27][CH:28]=3)[CH:15]3[CH2:20][CH2:19][CH2:18][CH2:17][CH2:16]3)[C:10]([CH3:21])=[N:9]2)=[CH:4][CH:3]=1. The yield is 0.570. (2) The reactants are C1(P([CH2:15][S:16]([NH:19][C:20](=[O:26])[O:21][C:22]([CH3:25])([CH3:24])[CH3:23])(=[O:18])=[O:17])(C2C=CC=CC=2)=O)C=CC=CC=1.[H-].[Na+].[Cl:29][C:30]1[CH:47]=[C:46]([Cl:48])[CH:45]=[CH:44][C:31]=1[CH2:32][N:33]1[C:37]([CH:38]=O)=[CH:36][C:35]([O:40][CH:41]([CH3:43])[CH3:42])=[N:34]1. The catalyst is CN(C)C=O.[Cl-].[Na+].O. The product is [Cl:29][C:30]1[CH:47]=[C:46]([Cl:48])[CH:45]=[CH:44][C:31]=1[CH2:32][N:33]1[C:37](/[CH:38]=[CH:15]/[S:16]([NH:19][C:20](=[O:26])[O:21][C:22]([CH3:24])([CH3:23])[CH3:25])(=[O:18])=[O:17])=[CH:36][C:35]([O:40][CH:41]([CH3:43])[CH3:42])=[N:34]1. The yield is 0.390. (3) The reactants are C1(S([N:10]2[C:14]3[CH:15]=[N:16][C:17]([C:21]#[N:22])=[C:18]([CH2:19][CH3:20])[C:13]=3[C:12]3[CH:23]=[CH:24][CH:25]=[N:26][C:11]2=3)(=O)=O)C=CC=CC=1.C(Cl)Cl.N. The catalyst is CO. The product is [CH2:19]([C:18]1[C:13]2[C:12]3[CH:23]=[CH:24][CH:25]=[N:26][C:11]=3[NH:10][C:14]=2[CH:15]=[N:16][C:17]=1[C:21]#[N:22])[CH3:20]. The yield is 0.810. (4) The reactants are [NH2:1][C:2]1[CH:3]=[C:4]([C:8]2[C:16]3[C:11](=[CH:12][CH:13]=[C:14]([C:17]([NH2:19])=[O:18])[CH:15]=3)[N:10](C3CCCCO3)[N:9]=2)[CH:5]=[CH:6][CH:7]=1.[S:26]1[CH:30]=[CH:29][C:28]([CH2:31][C:32](O)=[O:33])=[CH:27]1.CCN=C=NCCCN(C)C. No catalyst specified. The product is [S:26]1[CH:30]=[CH:29][C:28]([CH2:31][C:32]([NH:1][C:2]2[CH:3]=[C:4]([C:8]3[C:16]4[C:11](=[CH:12][CH:13]=[C:14]([C:17]([NH2:19])=[O:18])[CH:15]=4)[NH:10][N:9]=3)[CH:5]=[CH:6][CH:7]=2)=[O:33])=[CH:27]1. The yield is 0.0500. (5) The reactants are [CH3:1][O:2][C:3](=[O:25])[CH:4]([NH:17][C:18]([O:20][C:21]([CH3:24])(C)C)=[O:19])[C:5]([S:8][CH2:9][C:10]1[CH:15]=[CH:14][C:13](Br)=[CH:12][CH:11]=1)([CH3:7])[CH3:6].[CH:26]1[C:34]2[C:33]3[CH:35]=[CH:36][CH:37]=[CH:38][C:32]=3[O:31][C:30]=2[C:29]([C:39]2[CH:44]=[CH:43][C:42](B(O)O)=[CH:41][CH:40]=2)=[CH:28][CH:27]=1.C([O-])([O-])=O.[K+].[K+].[C:54]1(C)C=CC=C[CH:55]=1. The catalyst is C(O)C.C(OCC)(=O)C.C1C=CC([P]([Pd]([P](C2C=CC=CC=2)(C2C=CC=CC=2)C2C=CC=CC=2)([P](C2C=CC=CC=2)(C2C=CC=CC=2)C2C=CC=CC=2)[P](C2C=CC=CC=2)(C2C=CC=CC=2)C2C=CC=CC=2)(C2C=CC=CC=2)C2C=CC=CC=2)=CC=1. The product is [CH3:1][O:2][C:3](=[O:25])[CH:4]([NH:17][C:18]([O:20][CH2:21][CH2:24][CH2:54][CH3:55])=[O:19])[C:5]([S:8][CH2:9][C:10]1[CH:11]=[CH:12][C:13]([C:42]2[CH:43]=[CH:44][C:39]([C:29]3[C:30]4[O:31][C:32]5[CH:38]=[CH:37][CH:36]=[CH:35][C:33]=5[C:34]=4[CH:26]=[CH:27][CH:28]=3)=[CH:40][CH:41]=2)=[CH:14][CH:15]=1)([CH3:6])[CH3:7]. The yield is 0.720. (6) The reactants are [F:1][C:2]1([C:8]([O:10]CC2C=CC=CC=2)=[O:9])[CH2:7][CH2:6][O:5][CH2:4][CH2:3]1. The catalyst is C(O)C.C(OCC)(=O)C.[OH-].[Pd+2].[OH-]. The product is [F:1][C:2]1([C:8]([OH:10])=[O:9])[CH2:7][CH2:6][O:5][CH2:4][CH2:3]1. The yield is 0.780. (7) The reactants are [CH3:1][N:2]([CH3:38])[C:3]([O:5][C:6]1[CH:7]=[C:8]([C:12]2[CH:13]=[C:14]([C:22]([NH:24][C:25]3[CH:26]=[C:27](/[CH:31]=[CH:32]/[C:33]([O:35]CC)=[O:34])[CH:28]=[CH:29][CH:30]=3)=[O:23])[C:15]3[C:20]([CH:21]=2)=[CH:19][CH:18]=[CH:17][CH:16]=3)[CH:9]=[CH:10][CH:11]=1)=[O:4].O[Li].O. The catalyst is C1COCC1.O. The product is [CH3:38][N:2]([CH3:1])[C:3]([O:5][C:6]1[CH:7]=[C:8]([C:12]2[CH:13]=[C:14]([C:22]([NH:24][C:25]3[CH:26]=[C:27](/[CH:31]=[CH:32]/[C:33]([OH:35])=[O:34])[CH:28]=[CH:29][CH:30]=3)=[O:23])[C:15]3[C:20]([CH:21]=2)=[CH:19][CH:18]=[CH:17][CH:16]=3)[CH:9]=[CH:10][CH:11]=1)=[O:4]. The yield is 0.660.